Dataset: Full USPTO retrosynthesis dataset with 1.9M reactions from patents (1976-2016). Task: Predict the reactants needed to synthesize the given product. (1) Given the product [CH3:1][O:2][C:3]([NH:5][C:6]([CH3:16])([CH2:9][CH2:10][C:11]1[S:12][C:13]([Br:17])=[CH:14][CH:15]=1)[CH2:7][OH:8])=[O:4], predict the reactants needed to synthesize it. The reactants are: [CH3:1][O:2][C:3]([NH:5][C:6]([CH3:16])([CH2:9][CH2:10][C:11]1[S:12][CH:13]=[CH:14][CH:15]=1)[CH2:7][OH:8])=[O:4].[Br:17]N1C(=O)CCC1=O. (2) Given the product [C:9]([O:26][CH2:25][C:24]1[CH:23]=[CH:22][C:21]([C:15]2[CH:16]=[CH:17][CH:18]=[CH:19][CH:20]=2)=[CH:28][CH:27]=1)(=[O:10])[CH:8]=[CH2:7], predict the reactants needed to synthesize it. The reactants are: C1([C:7]2C=CC=C[C:8]=2[CH2:9][OH:10])C=CC=CC=1.[C:15]1([C:21]2[CH:28]=[CH:27][C:24]([CH2:25][OH:26])=[CH:23][CH:22]=2)[CH:20]=[CH:19][CH:18]=[CH:17][CH:16]=1.